This data is from Reaction yield outcomes from USPTO patents with 853,638 reactions. The task is: Predict the reaction yield, written as a fraction of the theoretical maximum amount of product (1.0 means a 100% yield; for example, 0.34 means a 34% yield). (1) The reactants are [Cl-].O[NH3+:3].[C:4](=[O:7])([O-])[OH:5].[Na+].CS(C)=O.[CH3:13][C:14]1[O:18][C:17]([C@H:19]2[CH2:24][CH2:23][C@H:22]([N:25]3[C:30](=[O:31])[C:29]([CH2:32][C:33]4[CH:38]=[CH:37][C:36]([C:39]5[C:40]([C:45]#[N:46])=[CH:41][CH:42]=[CH:43][CH:44]=5)=[CH:35][CH:34]=4)=[C:28]([CH2:47][CH2:48][CH3:49])[N:27]4[N:50]=[CH:51][N:52]=[C:26]34)[CH2:21][CH2:20]2)=[N:16][N:15]=1. The catalyst is C(OCC)(=O)C. The product is [CH3:13][C:14]1[O:18][C:17]([C@H:19]2[CH2:20][CH2:21][C@H:22]([N:25]3[C:30](=[O:31])[C:29]([CH2:32][C:33]4[CH:38]=[CH:37][C:36]([C:39]5[CH:44]=[CH:43][CH:42]=[CH:41][C:40]=5[C:45]5[NH:3][C:4](=[O:7])[O:5][N:46]=5)=[CH:35][CH:34]=4)=[C:28]([CH2:47][CH2:48][CH3:49])[N:27]4[N:50]=[CH:51][N:52]=[C:26]34)[CH2:23][CH2:24]2)=[N:16][N:15]=1. The yield is 0.420. (2) The reactants are [CH:1]1([NH:4][C:5]([C:7]2[CH:8]=[C:9]([F:31])[C:10]([CH3:30])=[C:11]([C:13]3[C:14]([C:27]([OH:29])=O)=[CH:15][C:16]([C:19]([NH:21][CH2:22][C:23]([CH3:26])([CH3:25])[CH3:24])=[O:20])=[CH:17][CH:18]=3)[CH:12]=2)=[O:6])[CH2:3][CH2:2]1.CN(C(ON1N=NC2C=CC=CC1=2)=[N+](C)C)C.F[P-](F)(F)(F)(F)F.CCN(CC)CC.[C:63]1([CH2:69][CH2:70][NH2:71])[CH:68]=[CH:67][CH:66]=[CH:65][CH:64]=1. The catalyst is CN(C=O)C. The product is [CH:1]1([NH:4][C:5]([C:7]2[CH:12]=[C:11]([C:13]3[C:14]([C:27]([NH:71][CH2:70][CH2:69][C:63]4[CH:68]=[CH:67][CH:66]=[CH:65][CH:64]=4)=[O:29])=[CH:15][C:16]([C:19]([NH:21][CH2:22][C:23]([CH3:24])([CH3:26])[CH3:25])=[O:20])=[CH:17][CH:18]=3)[C:10]([CH3:30])=[C:9]([F:31])[CH:8]=2)=[O:6])[CH2:2][CH2:3]1. The yield is 0.600. (3) The reactants are C(NC(C)C)(C)C.[CH2:8]([Li])[CH2:9][CH2:10][CH3:11].[OH:13][C@H:14]([C:31]1[CH:36]=[CH:35][CH:34]=[CH:33][CH:32]=1)[C@H:15]([N:17]([CH3:30])[C:18](=[O:29])[CH2:19][N:20]([CH3:28])[C:21](=[O:27])[O:22][C:23]([CH3:26])([CH3:25])[CH3:24])[CH3:16].[Cl-].[Li+].C1C[O:42][CH2:41][CH2:40]1. No catalyst specified. The product is [OH:13][C@H:14]([C:31]1[CH:32]=[CH:33][CH:34]=[CH:35][CH:36]=1)[C@H:15]([N:17]([CH3:30])[C:18](=[O:29])[C@@H:19]([N:20]([CH3:28])[C:21](=[O:27])[O:22][C:23]([CH3:25])([CH3:26])[CH3:24])[CH2:11][CH:10]1[CH2:40][CH2:41][O:42][CH2:8][CH2:9]1)[CH3:16]. The yield is 0.500. (4) The reactants are [C:1]([CH2:4][C:5](=[O:7])[CH3:6])(=[O:3])[CH3:2].B(OB=O)=O.[O:13]1[C:18]2[CH:19]=[CH:20][C:21]([CH:23]=O)=[CH:22][C:17]=2[O:16][CH2:15][CH2:14]1.B([O:36][CH2:37][CH2:38][CH2:39][CH3:40])(OCCCC)OCCCC.[CH2:41](N)CCC.Cl.C([O-])(O)=O.[Na+].[C:52]([O:55][CH2:56][CH3:57])(=O)[CH3:53]. The catalyst is [Cl-].[Na+].O. The product is [O:36]1[C:37]2[CH:38]=[CH:39][C:40](/[CH:41]=[CH:6]/[C:5](=[O:7])[CH2:4][C:1](=[O:3])/[CH:2]=[CH:23]/[C:21]3[CH:20]=[CH:19][C:18]4[O:13][CH2:14][CH2:15][O:16][C:17]=4[CH:22]=3)=[CH:57][C:56]=2[O:55][CH2:52][CH2:53]1. The yield is 0.510. (5) The reactants are [C:1]([NH:4][C:5]1[CH:6]=[C:7]([CH:11]2[C:20]([CH3:22])([CH3:21])[CH2:19][C:18]3[C:13](=[CH:14][CH:15]=[C:16]([C:23]([O:25]C)=[O:24])[CH:17]=3)[NH:12]2)[CH:8]=[CH:9][CH:10]=1)(=[O:3])[CH3:2].[OH-].[Na+]. The catalyst is CO.O. The product is [C:1]([NH:4][C:5]1[CH:6]=[C:7]([CH:11]2[C:20]([CH3:22])([CH3:21])[CH2:19][C:18]3[C:13](=[CH:14][CH:15]=[C:16]([C:23]([OH:25])=[O:24])[CH:17]=3)[NH:12]2)[CH:8]=[CH:9][CH:10]=1)(=[O:3])[CH3:2]. The yield is 0.331.